Dataset: Forward reaction prediction with 1.9M reactions from USPTO patents (1976-2016). Task: Predict the product of the given reaction. (1) The product is: [CH3:21][S:13][C:10]1[CH:11]=[CH:12][C:7]([O:6][C:5]2[CH:17]=[CH:18][C:2]([Cl:1])=[CH:3][CH:4]=2)=[CH:8][CH:9]=1. Given the reactants [Cl:1][C:2]1[CH:18]=[CH:17][C:5]([O:6][C:7]2[CH:12]=[CH:11][C:10]([S:13](Cl)(=O)=O)=[CH:9][CH:8]=2)=[CH:4][CH:3]=1.P(OC)(OC)O[CH3:21].CO.[OH-].[K+], predict the reaction product. (2) Given the reactants O[CH2:2][CH2:3][CH2:4][C:5]1[C:6](=[O:19])[CH:7]=[C:8]([CH2:11][O:12][CH:13]2[CH2:18][CH2:17][CH2:16][CH2:15][O:14]2)[NH:9][CH:10]=1.C1(P(C2C=CC=CC=2)C2C=CC=CC=2)C=CC=CC=1.N(C(OCC)=O)=NC(OCC)=O.C1(C)C=CC=CC=1, predict the reaction product. The product is: [O:14]1[CH2:15][CH2:16][CH2:17][CH2:18][CH:13]1[O:12][CH2:11][C:8]1[N:9]=[CH:10][C:5]2[CH2:4][CH2:3][CH2:2][O:19][C:6]=2[CH:7]=1.